This data is from Forward reaction prediction with 1.9M reactions from USPTO patents (1976-2016). The task is: Predict the product of the given reaction. Given the reactants CO[C:3](=[O:30])[C:4]1[CH:9]=[CH:8][C:7]([N:10]2[CH:14]=[C:13]([C:15]3[C:16]([C:24]4[CH:29]=[CH:28][CH:27]=[CH:26][CH:25]=4)=[N:17][O:18][C:19]=3[C:20]([F:23])([F:22])[F:21])[N:12]=[CH:11]2)=[CH:6][CH:5]=1.[NH2:31][CH:32]1[CH2:37][CH2:36][O:35][CH2:34][CH2:33]1, predict the reaction product. The product is: [C:24]1([C:16]2[C:15]([C:13]3[N:12]=[CH:11][N:10]([C:7]4[CH:8]=[CH:9][C:4]([C:3]([NH:31][CH:32]5[CH2:37][CH2:36][O:35][CH2:34][CH2:33]5)=[O:30])=[CH:5][CH:6]=4)[CH:14]=3)=[C:19]([C:20]([F:21])([F:22])[F:23])[O:18][N:17]=2)[CH:25]=[CH:26][CH:27]=[CH:28][CH:29]=1.